From a dataset of Reaction yield outcomes from USPTO patents with 853,638 reactions. Predict the reaction yield, written as a fraction of the theoretical maximum amount of product (1.0 means a 100% yield; for example, 0.34 means a 34% yield). (1) The reactants are [C:1]([C:5]1[CH:6]=[C:7]([NH:24][C:25]([NH:27][C@@H:28]2[C:37]3[C:32](=[CH:33][CH:34]=[CH:35][CH:36]=3)[C@H:31]([O:38][C:39]3[CH:40]=[CH:41][C:42]4[N:43]([C:45]([N:48]5[CH2:53][CH2:52][CH2:51][CH2:50][CH2:49]5)=[N:46][N:47]=4)[CH:44]=3)[CH2:30][CH2:29]2)=[O:26])[N:8]([C:10]2[CH:15]=[CH:14][C:13]([Cl:16])=[C:12]([O:17][CH:18]3[CH2:23][CH2:22][NH:21][CH2:20][CH2:19]3)[CH:11]=2)[N:9]=1)([CH3:4])([CH3:3])[CH3:2].C=O.[C:56](O)(=O)C.C(O[BH-](OC(=O)C)OC(=O)C)(=O)C.[Na+]. The catalyst is C(Cl)Cl. The product is [C:1]([C:5]1[CH:6]=[C:7]([NH:24][C:25]([NH:27][C@@H:28]2[C:37]3[C:32](=[CH:33][CH:34]=[CH:35][CH:36]=3)[C@H:31]([O:38][C:39]3[CH:40]=[CH:41][C:42]4[N:43]([C:45]([N:48]5[CH2:53][CH2:52][CH2:51][CH2:50][CH2:49]5)=[N:46][N:47]=4)[CH:44]=3)[CH2:30][CH2:29]2)=[O:26])[N:8]([C:10]2[CH:15]=[CH:14][C:13]([Cl:16])=[C:12]([O:17][CH:18]3[CH2:23][CH2:22][N:21]([CH3:56])[CH2:20][CH2:19]3)[CH:11]=2)[N:9]=1)([CH3:4])([CH3:2])[CH3:3]. The yield is 0.540. (2) The reactants are O(CC)[C:2]([S-])=[S:3].[K+].[Cl:8][C:9]1[CH:14]=[CH:13][C:12]([OH:15])=[C:11]([NH2:16])[CH:10]=1. The catalyst is C(O)C. The product is [Cl:8][C:9]1[CH:14]=[CH:13][C:12]2[O:15][C:2]([SH:3])=[N:16][C:11]=2[CH:10]=1. The yield is 0.991. (3) The reactants are [CH:1]12[CH2:8][CH2:7][CH:4]([CH2:5][CH2:6]1)[C:3](=[O:9])[NH:2]2.[H-].[Na+].[CH2:12](Br)[C:13]1[CH:18]=[CH:17][CH:16]=[CH:15][CH:14]=1. The catalyst is C1COCC1. The product is [CH2:12]([N:2]1[C:3](=[O:9])[CH:4]2[CH2:7][CH2:8][CH:1]1[CH2:6][CH2:5]2)[C:13]1[CH:18]=[CH:17][CH:16]=[CH:15][CH:14]=1. The yield is 0.476. (4) The reactants are [OH:1][N:2]=[C:3]([Cl:14])[C@H:4]1[CH2:8][O:7][C:6]2([CH2:13][CH2:12][CH2:11][CH2:10][CH2:9]2)[O:5]1.[CH3:15][S:16](Cl)(=[O:18])=[O:17].C(N(C(C)C)C(C)C)C. The catalyst is C1COCC1. The product is [CH3:15][S:16]([O:1][N:2]=[C:3]([Cl:14])[C@H:4]1[CH2:8][O:7][C:6]2([CH2:13][CH2:12][CH2:11][CH2:10][CH2:9]2)[O:5]1)(=[O:18])=[O:17]. The yield is 0.738.